Dataset: Reaction yield outcomes from USPTO patents with 853,638 reactions. Task: Predict the reaction yield, written as a fraction of the theoretical maximum amount of product (1.0 means a 100% yield; for example, 0.34 means a 34% yield). (1) The reactants are Cl[C:2]1[N:3]([CH2:10][C:11]2[CH:18]=[CH:17][CH:16]=[CH:15][C:12]=2[C:13]#[N:14])[C:4](=[O:9])[C:5]([Cl:8])=[CH:6][N:7]=1.[CH3:19][C@@:20]1([NH2:26])[CH2:25][CH2:24][CH2:23][NH:22][CH2:21]1. No catalyst specified. The product is [NH2:26][C@:20]1([CH3:19])[CH2:25][CH2:24][CH2:23][N:22]([C:2]2[N:3]([CH2:10][C:11]3[CH:18]=[CH:17][CH:16]=[CH:15][C:12]=3[C:13]#[N:14])[C:4](=[O:9])[C:5]([Cl:8])=[CH:6][N:7]=2)[CH2:21]1. The yield is 0.650. (2) The reactants are [CH3:1][O:2][C:3]1[CH:4]=[C:5]2[C:10](=[CH:11][C:12]=1[O:13][CH3:14])[N:9]=[CH:8][CH:7]=[C:6]2[O:15][C:16]1[C:22]([CH3:23])=[CH:21][C:19]([NH2:20])=[C:18]([CH3:24])[CH:17]=1.C1(C)C=CC=CC=1.C(N(CC)CC)C.Cl[C:40](Cl)([O:42]C(=O)OC(Cl)(Cl)Cl)Cl.[CH2:51]([O:53][C:54]1[CH:62]=[CH:61][CH:60]=[CH:59][C:55]=1[CH:56]([OH:58])[CH3:57])[CH3:52]. The catalyst is C(Cl)Cl. The product is [CH3:1][O:2][C:3]1[CH:4]=[C:5]2[C:10](=[CH:11][C:12]=1[O:13][CH3:14])[N:9]=[CH:8][CH:7]=[C:6]2[O:15][C:16]1[C:22]([CH3:23])=[CH:21][C:19]([NH:20][C:40](=[O:42])[O:58][CH:56]([C:55]2[CH:59]=[CH:60][CH:61]=[CH:62][C:54]=2[O:53][CH2:51][CH3:52])[CH3:57])=[C:18]([CH3:24])[CH:17]=1. The yield is 0.550. (3) The reactants are C1C(=O)N([Br:8])C(=O)C1.[CH:9]([C:12]1[CH:18]=[CH:17][CH:16]=[C:15]([CH:19]([CH3:21])[CH3:20])[C:13]=1[NH2:14])([CH3:11])[CH3:10].O. The catalyst is CN(C=O)C. The product is [Br:8][C:17]1[CH:18]=[C:12]([CH:9]([CH3:11])[CH3:10])[C:13]([NH2:14])=[C:15]([CH:19]([CH3:21])[CH3:20])[CH:16]=1. The yield is 1.00. (4) The reactants are [C:1]1([P:7]([C:14]2[CH:19]=[CH:18][CH:17]=[CH:16][CH:15]=2)[C:8]2[CH:13]=[CH:12][CH:11]=[CH:10][CH:9]=2)[CH:6]=[CH:5][CH:4]=[CH:3][CH:2]=1.[N+:20]([C:23]1[CH:30]=[CH:29][C:26]([CH2:27][Br:28])=[CH:25][CH:24]=1)([O-:22])=[O:21]. The catalyst is C(Cl)Cl. The product is [Br-:28].[N+:20]([C:23]1[CH:30]=[CH:29][C:26]([CH2:27][P+:7]([C:1]2[CH:2]=[CH:3][CH:4]=[CH:5][CH:6]=2)([C:8]2[CH:13]=[CH:12][CH:11]=[CH:10][CH:9]=2)[C:14]2[CH:15]=[CH:16][CH:17]=[CH:18][CH:19]=2)=[CH:25][CH:24]=1)([O-:22])=[O:21]. The yield is 0.950.